Dataset: Catalyst prediction with 721,799 reactions and 888 catalyst types from USPTO. Task: Predict which catalyst facilitates the given reaction. Reactant: [H-].[Na+].C[C:4]1[CH:8]=[C:7](C)[NH:6][N:5]=1.CN(C)C=O.[CH2:15]([N:22]1[C:30]2[C:25](=[N:26][C:27](Cl)=[N:28][C:29]=2[NH:31][CH:32]2[CH2:37][CH2:36][CH2:35][CH2:34][CH2:33]2)[N:24]=[CH:23]1)[C:16]1[CH:21]=[CH:20][CH:19]=[CH:18][CH:17]=1. Product: [CH2:15]([N:22]1[C:30]2[C:25](=[N:26][C:27]([N:5]3[CH:4]=[CH:8][CH:7]=[N:6]3)=[N:28][C:29]=2[NH:31][CH:32]2[CH2:33][CH2:34][CH2:35][CH2:36][CH2:37]2)[N:24]=[CH:23]1)[C:16]1[CH:17]=[CH:18][CH:19]=[CH:20][CH:21]=1. The catalyst class is: 6.